Dataset: Full USPTO retrosynthesis dataset with 1.9M reactions from patents (1976-2016). Task: Predict the reactants needed to synthesize the given product. (1) Given the product [C:22]([CH2:21][O:20][C:19]1[CH:24]=[CH:25][C:16]([CH:2]2[CH2:7][CH2:6][N:5]([C:8]([O:10][C:11]([CH3:14])([CH3:13])[CH3:12])=[O:9])[CH2:4][CH2:3]2)=[CH:17][CH:18]=1)#[N:23], predict the reactants needed to synthesize it. The reactants are: O[CH:2]1[CH2:7][CH2:6][N:5]([C:8]([O:10][C:11]([CH3:14])([CH3:13])[CH3:12])=[O:9])[CH2:4][CH2:3]1.Br[C:16]1[CH:25]=[CH:24][C:19]([O:20][CH2:21][C:22]#[N:23])=[CH:18][CH:17]=1. (2) Given the product [Br:17][C:18]1[C:19]([NH:1][CH:2]([CH:4]2[CH2:5][CH2:6][N:7]([C:10]([O:12][C:13]([CH3:15])([CH3:14])[CH3:16])=[O:11])[CH2:8][CH2:9]2)[CH3:3])=[N:20][C:21]([Cl:24])=[N:22][CH:23]=1, predict the reactants needed to synthesize it. The reactants are: [NH2:1][CH:2]([CH:4]1[CH2:9][CH2:8][N:7]([C:10]([O:12][C:13]([CH3:16])([CH3:15])[CH3:14])=[O:11])[CH2:6][CH2:5]1)[CH3:3].[Br:17][C:18]1[C:19](Cl)=[N:20][C:21]([Cl:24])=[N:22][CH:23]=1.C(N(C(C)C)C(C)C)C. (3) Given the product [F:13][C:12]1[C:8]([C:6]([OH:7])=[O:5])=[N:9][NH:10][CH:11]=1.[NH:21]1[CH:22]=[CH:23][C:19]([C:17]([OH:18])=[O:16])=[N:20]1, predict the reactants needed to synthesize it. The reactants are: [OH-].[Na+].C([O:5][C:6]([C:8]1[C:12]([F:13])=[CH:11][NH:10][N:9]=1)=[O:7])C.C([O:16][C:17]([C:19]1[CH:23]=[CH:22][NH:21][N:20]=1)=[O:18])C.Cl. (4) Given the product [F:21][C:22]1[CH:27]=[C:26]([C:2]2[CH:7]=[CH:6][C:5]([C:8]3[NH:12][C:11]4[CH:13]=[C:14]([S:17]([CH3:20])(=[O:19])=[O:18])[CH:15]=[CH:16][C:10]=4[N:9]=3)=[CH:4][CH:3]=2)[CH:25]=[CH:24][CH:23]=1, predict the reactants needed to synthesize it. The reactants are: Br[C:2]1[CH:7]=[CH:6][C:5]([C:8]2[NH:12][C:11]3[CH:13]=[C:14]([S:17]([CH3:20])(=[O:19])=[O:18])[CH:15]=[CH:16][C:10]=3[N:9]=2)=[CH:4][CH:3]=1.[F:21][C:22]1[CH:23]=[C:24](B(O)O)[CH:25]=[CH:26][CH:27]=1. (5) Given the product [CH3:20][N:19]([CH3:21])[C:14]1([CH:13]([C:22]2[CH:27]=[CH:26][C:25]([F:28])=[CH:24][CH:23]=2)[NH:12][C:4](=[O:5])[C:3]2[C:2]([CH3:1])=[CH:10][CH:9]=[CH:8][C:7]=2[CH3:11])[CH2:18][CH2:17][CH2:16][CH2:15]1, predict the reactants needed to synthesize it. The reactants are: [CH3:1][C:2]1[CH:10]=[CH:9][CH:8]=[C:7]([CH3:11])[C:3]=1[C:4](Cl)=[O:5].[NH2:12][CH:13]([C:22]1[CH:27]=[CH:26][C:25]([F:28])=[CH:24][CH:23]=1)[C:14]1([N:19]([CH3:21])[CH3:20])[CH2:18][CH2:17][CH2:16][CH2:15]1.C(N(C(C)C)CC)(C)C. (6) Given the product [CH3:17][O:18][C:19](=[O:31])[CH2:20][C@H:21]1[C:25]2[CH:26]=[CH:27][C:28]([O:30][C@H:37]3[C:38]4[C:34](=[C:33]([Br:32])[C:41]([C:42]#[N:43])=[CH:40][CH:39]=4)[CH2:35][CH2:36]3)=[CH:29][C:24]=2[O:23][CH2:22]1, predict the reactants needed to synthesize it. The reactants are: N(C(OC(C)(C)C)=O)=NC(OC(C)(C)C)=O.[CH3:17][O:18][C:19](=[O:31])[CH2:20][C@H:21]1[C:25]2[CH:26]=[CH:27][C:28]([OH:30])=[CH:29][C:24]=2[O:23][CH2:22]1.[Br:32][C:33]1[C:41]([C:42]#[N:43])=[CH:40][CH:39]=[C:38]2[C:34]=1[CH2:35][CH2:36][C@@H:37]2O.C(P(CCCC)CCCC)CCC. (7) Given the product [Br:8][C:9]1[CH:16]=[CH:15][C:12]([N:13]([CH3:14])[C:4](=[O:5])[CH:3]=[C:2]([CH3:7])[CH3:1])=[CH:11][CH:10]=1, predict the reactants needed to synthesize it. The reactants are: [CH3:1][C:2]([CH3:7])=[CH:3][C:4](Cl)=[O:5].[Br:8][C:9]1[CH:16]=[CH:15][C:12]([NH:13][CH3:14])=[CH:11][CH:10]=1.C(N(CC)CC)C. (8) Given the product [CH2:1]([O:8][C:9]1[CH:14]=[CH:13][C:12]([C:15]2[N:36]([CH2:37][O:38][CH2:39][CH2:40][Si:41]([CH3:44])([CH3:43])[CH3:42])[C:18]3=[N:19][C:20]([NH:23][C:24]4[CH:25]=[N:26][NH:27][CH:28]=4)=[CH:21][CH:22]=[C:17]3[N:16]=2)=[CH:11][CH:10]=1)[C:2]1[CH:3]=[CH:4][CH:5]=[CH:6][CH:7]=1, predict the reactants needed to synthesize it. The reactants are: [CH2:1]([O:8][C:9]1[CH:14]=[CH:13][C:12]([C:15]2[N:36]([CH2:37][O:38][CH2:39][CH2:40][Si:41]([CH3:44])([CH3:43])[CH3:42])[C:18]3=[N:19][C:20]([NH:23][C:24]4[CH:25]=[N:26][N:27](C(OC(C)(C)C)=O)[CH:28]=4)=[CH:21][CH:22]=[C:17]3[N:16]=2)=[CH:11][CH:10]=1)[C:2]1[CH:7]=[CH:6][CH:5]=[CH:4][CH:3]=1.C(O)(C(F)(F)F)=O. (9) Given the product [F:8][C:4]1[CH:5]=[CH:6][CH:7]=[C:2]([F:1])[C:3]=1[NH:9][C:10]([C:12]1[CH:16]=[CH:15][N:14]([CH2:17][C:18]2[CH:23]=[CH:22][CH:21]=[CH:20][C:19]=2[O:24][CH2:32][CH:33]=[C:34]([CH3:36])[CH3:35])[N:13]=1)=[O:11], predict the reactants needed to synthesize it. The reactants are: [F:1][C:2]1[CH:7]=[CH:6][CH:5]=[C:4]([F:8])[C:3]=1[NH:9][C:10]([C:12]1[CH:16]=[CH:15][N:14]([CH2:17][C:18]2[CH:23]=[CH:22][CH:21]=[CH:20][C:19]=2[OH:24])[N:13]=1)=[O:11].C(=O)([O-])[O-].[K+].[K+].Br[CH2:32][CH:33]=[C:34]([CH3:36])[CH3:35].